This data is from Full USPTO retrosynthesis dataset with 1.9M reactions from patents (1976-2016). The task is: Predict the reactants needed to synthesize the given product. Given the product [CH3:3][C:4]1[CH:8]=[C:7]([C:9]2[S:10][CH:11]=[C:12]([C:14]([OH:16])=[O:15])[N:13]=2)[N:6]([CH:17]2[CH2:22][CH2:21][CH2:20][CH2:19][O:18]2)[N:5]=1, predict the reactants needed to synthesize it. The reactants are: [OH-].[Na+].[CH3:3][C:4]1[CH:8]=[C:7]([C:9]2[S:10][CH:11]=[C:12]([C:14]([O-:16])=[O:15])[N:13]=2)[N:6]([CH:17]2[CH2:22][CH2:21][CH2:20][CH2:19][O:18]2)[N:5]=1.Cl.